Task: Predict the reactants needed to synthesize the given product.. Dataset: Full USPTO retrosynthesis dataset with 1.9M reactions from patents (1976-2016) (1) Given the product [Cl:1][C:2]1[CH:7]=[CH:6][C:5]([CH:8]([C:20]2[CH:21]=[C:22]([CH:30]=[CH:31][CH:32]=2)[C:23]([N:25]([CH2:27][CH2:28][OH:29])[CH3:26])=[O:24])[CH2:9]/[C:10](=[N:35]\[OH:36])/[C:12]2[CH:17]=[CH:16][C:15](=[O:18])[N:14]([CH3:19])[CH:13]=2)=[C:4]([F:33])[CH:3]=1, predict the reactants needed to synthesize it. The reactants are: [Cl:1][C:2]1[CH:7]=[CH:6][C:5]([CH:8]([C:20]2[CH:21]=[C:22]([CH:30]=[CH:31][CH:32]=2)[C:23]([N:25]([CH2:27][CH2:28][OH:29])[CH3:26])=[O:24])[CH2:9][C:10]([C:12]2[CH:17]=[CH:16][C:15](=[O:18])[N:14]([CH3:19])[CH:13]=2)=O)=[C:4]([F:33])[CH:3]=1.Cl.[NH2:35][OH:36].C(=O)([O-])O.[Na+]. (2) Given the product [ClH:32].[CH3:3][NH:2][CH2:10][C:11]1[CH:15]=[C:14]([C:16]2[CH:17]=[CH:18][CH:19]=[CH:20][CH:21]=2)[N:13]([S:29]([C:26]2[CH:27]=[CH:28][S:24][CH:25]=2)(=[O:31])=[O:30])[CH:12]=1, predict the reactants needed to synthesize it. The reactants are: C[N:2]([CH2:10][C:11]1[CH:15]=[C:14]([C:16]2[CH:21]=[CH:20][CH:19]=[CH:18][CH:17]=2)[NH:13][CH:12]=1)[C:3](=O)OC(C)(C)C.[H-].[Na+].[S:24]1[CH:28]=[CH:27][C:26]([S:29]([Cl:32])(=[O:31])=[O:30])=[CH:25]1.